From a dataset of Catalyst prediction with 721,799 reactions and 888 catalyst types from USPTO. Predict which catalyst facilitates the given reaction. (1) Reactant: [Br:1][C:2]1[C:7]([I:8])=[CH:6][N:5]=[C:4]([NH2:9])[CH:3]=1.[N:10]([CH2:13][CH3:14])=[C:11]=[O:12].CCCCCC. The catalyst class is: 22. Product: [Br:1][C:2]1[C:7]([I:8])=[CH:6][N:5]=[C:4]([NH:9][C:11]([NH:10][CH2:13][CH3:14])=[O:12])[CH:3]=1. (2) Reactant: Cl.[C:2]([O:6][NH2:7])([CH3:5])([CH3:4])[CH3:3].C(N(C(C)C)CC)(C)C.[C:17]([O:21][C:22](=[O:33])[CH2:23][CH:24]([C:28]([O:30][CH2:31][CH3:32])=[O:29])[C:25](O)=[O:26])([CH3:20])([CH3:19])[CH3:18].C1C=CC2N(O)N=NC=2C=1.C(Cl)CCl. Product: [CH2:31]([O:30][C:28](=[O:29])[CH:24]([C:25](=[O:26])[NH:7][O:6][C:2]([CH3:5])([CH3:4])[CH3:3])[CH2:23][C:22]([O:21][C:17]([CH3:18])([CH3:20])[CH3:19])=[O:33])[CH3:32]. The catalyst class is: 1. (3) Reactant: [CH3:1][O:2][C:3](=[O:16])[C:4]1[CH:9]=[C:8]([C:10](=[O:13])[CH2:11][CH3:12])[C:7]([F:14])=[CH:6][C:5]=1[OH:15].C(=O)([O-])[O-].[Na+].[Na+].CN(C)C=O.[CH2:28](Br)[C:29]1[CH:34]=[CH:33][CH:32]=[CH:31][CH:30]=1. Product: [CH3:1][O:2][C:3](=[O:16])[C:4]1[CH:9]=[C:8]([C:10](=[O:13])[CH2:11][CH3:12])[C:7]([F:14])=[CH:6][C:5]=1[O:15][CH2:28][C:29]1[CH:34]=[CH:33][CH:32]=[CH:31][CH:30]=1. The catalyst class is: 69. (4) Reactant: [CH3:1][N:2]1[CH:7]=[C:6](B2OC(C)(C)C(C)(C)O2)[CH:5]=[C:4]([NH:17][C:18]2[CH:23]=[CH:22][C:21]([C:24]([N:26]3[CH2:31][CH2:30][O:29][CH2:28][CH2:27]3)=[O:25])=[CH:20][N:19]=2)[C:3]1=[O:32].Br[C:34]1[C:35]([C:54]([CH3:62])([CH3:61])[O:55][SiH2:56][C:57]([CH3:60])([CH3:59])[CH3:58])=[C:36]([N:40]2[CH:49]=[CH:48][C:47]3[C:42](=[CH:43][CH:44]=[C:45]([CH:50]4[CH2:52][CH2:51]4)[CH:46]=3)[C:41]2=[O:53])[CH:37]=[CH:38][CH:39]=1.C(=O)([O-])[O-].[Cs+].[Cs+].ClCCl. Product: [C:57]([SiH2:56][O:55][C:54]([CH3:62])([CH3:61])[C:35]1[C:34]([C:6]2[CH:5]=[C:4]([NH:17][C:18]3[CH:23]=[CH:22][C:21]([C:24]([N:26]4[CH2:27][CH2:28][O:29][CH2:30][CH2:31]4)=[O:25])=[CH:20][N:19]=3)[C:3](=[O:32])[N:2]([CH3:1])[CH:7]=2)=[CH:39][CH:38]=[CH:37][C:36]=1[N:40]1[CH:49]=[CH:48][C:47]2[C:42](=[CH:43][CH:44]=[C:45]([CH:50]3[CH2:52][CH2:51]3)[CH:46]=2)[C:41]1=[O:53])([CH3:60])([CH3:58])[CH3:59]. The catalyst class is: 127. (5) Reactant: FC(F)(F)S([O-])(=O)=O.C([O:16][C:17](=[O:35])[CH2:18][CH2:19][N+:20]1[C:33]2[C:28](=[CH:29][CH:30]=[CH:31][CH:32]=2)[C:27]([CH3:34])=[C:26]2[C:21]=1[CH:22]=[CH:23][CH:24]=[CH:25]2)C1C=CC=CC=1.[BrH:36]. Product: [Br-:36].[C:17]([CH2:18][CH2:19][N+:20]1[C:33]2[C:28](=[CH:29][CH:30]=[CH:31][CH:32]=2)[C:27]([CH3:34])=[C:26]2[C:21]=1[CH:22]=[CH:23][CH:24]=[CH:25]2)([OH:35])=[O:16]. The catalyst class is: 15. (6) Reactant: [CH:1]([C:4]1[CH:5]=[CH:6][C:7]2[C:8]3[CH2:26][N:25]([CH3:27])[CH2:24][CH2:23][C:9]=3[N:10]([CH2:13][C:14]([C:17]3[CH:22]=[CH:21][N:20]=[CH:19][CH:18]=3)(O)[CH3:15])[C:11]=2[CH:12]=1)([CH3:3])[CH3:2]. Product: [CH:1]([C:4]1[CH:5]=[CH:6][C:7]2[C:8]3[CH2:26][N:25]([CH3:27])[CH2:24][CH2:23][C:9]=3[N:10](/[CH:13]=[C:14](/[C:17]3[CH:22]=[CH:21][N:20]=[CH:19][CH:18]=3)\[CH3:15])[C:11]=2[CH:12]=1)([CH3:3])[CH3:2]. The catalyst class is: 820. (7) Reactant: Cl[CH:2]1[C:11]2[C:6](=[CH:7][CH:8]=[CH:9][CH:10]=2)[N:5]=[C:4]([CH:12]=[CH:13][C:14]2[C:23]3[C:18](=[CH:19][CH:20]=[CH:21][CH:22]=3)[CH:17]=[CH:16][CH:15]=2)[NH:3]1.[NH2:24][CH2:25][CH:26]1[CH2:31][CH2:30][CH2:29][CH:28]([CH2:32][NH2:33])[CH2:27]1. Product: [NH2:24][CH2:25][CH:26]1[CH2:31][CH2:30][CH2:29][CH:28]([CH2:32][NH:33][C:2]2[C:11]3[C:6](=[CH:7][CH:8]=[CH:9][CH:10]=3)[N:5]=[C:4]([CH:12]=[CH:13][C:14]3[C:23]4[C:18](=[CH:19][CH:20]=[CH:21][CH:22]=4)[CH:17]=[CH:16][CH:15]=3)[N:3]=2)[CH2:27]1. The catalyst class is: 8. (8) Reactant: [CH:1]1[CH:6]=[N:5][CH:4]=[C:3]([CH2:7][C:8]([P:14]([O-:17])([OH:16])=[O:15])([P:10]([OH:13])([OH:12])=[O:11])[OH:9])[CH:2]=1.[CH:1]1[CH:6]=[N:5][CH:4]=[C:3]([CH2:7][C:8]([P:14]([O-:16])([OH:17])=[O:15])([P:10]([OH:12])([OH:13])=[O:11])[OH:9])[CH:2]=1.O.O.O.O.O.[Na+:40].[Na+:40]. Product: [CH:1]1[CH:6]=[N:5][CH:4]=[C:3]([CH2:7][C:8]([P:10]([O-:12])([OH:13])=[O:11])([P:14]([OH:17])([OH:16])=[O:15])[OH:9])[CH:2]=1.[Na+:40]. The catalyst class is: 97. (9) The catalyst class is: 11. Reactant: [Br:1][C:2]1[CH:7]=[CH:6][C:5]([F:8])=[CH:4][C:3]=1[CH2:9][C:10](=O)[CH2:11][NH:12][C:13]([C:15]1[CH:46]=[C:18]2[N:19]=[C:20]([CH3:45])[C:21]([C@H:34]([O:40][C:41]([CH3:44])([CH3:43])[CH3:42])[C:35]([O:37][CH2:38][CH3:39])=[O:36])=[C:22]([N:23]3[CH2:28][CH2:27][C:26]([CH2:30][CH2:31][CH:32]=[CH2:33])([CH3:29])[CH2:25][CH2:24]3)[N:17]2[N:16]=1)=O.COC1C=CC(P2(SP(C3C=CC(OC)=CC=3)(=S)S2)=[S:57])=CC=1. Product: [Br:1][C:2]1[CH:7]=[CH:6][C:5]([F:8])=[CH:4][C:3]=1[CH2:9][C:10]1[S:57][C:13]([C:15]2[CH:46]=[C:18]3[N:19]=[C:20]([CH3:45])[C:21]([C@H:34]([O:40][C:41]([CH3:44])([CH3:43])[CH3:42])[C:35]([O:37][CH2:38][CH3:39])=[O:36])=[C:22]([N:23]4[CH2:28][CH2:27][C:26]([CH2:30][CH2:31][CH:32]=[CH2:33])([CH3:29])[CH2:25][CH2:24]4)[N:17]3[N:16]=2)=[N:12][CH:11]=1.